Dataset: Reaction yield outcomes from USPTO patents with 853,638 reactions. Task: Predict the reaction yield, written as a fraction of the theoretical maximum amount of product (1.0 means a 100% yield; for example, 0.34 means a 34% yield). (1) The reactants are Cl[C:2]1[CH:11]=[CH:10][C:5]([C:6]([NH:8][CH3:9])=[O:7])=[C:4]([NH:12][C:13]2[CH:18]=[CH:17][CH:16]=[CH:15][CH:14]=2)[N:3]=1.[CH2:19]([NH:23][C:24]([NH:26][CH2:27][C:28]1[CH:29]=[N:30][CH:31]=[CH:32][CH:33]=1)=[O:25])[CH2:20][C:21]#[CH:22].C(N(CC)CC)C. The catalyst is CN(C=O)C. The product is [CH3:9][NH:8][C:6](=[O:7])[C:5]1[CH:10]=[CH:11][C:2]([C:22]#[C:21][CH2:20][CH2:19][NH:23][C:24]([NH:26][CH2:27][C:28]2[CH:29]=[N:30][CH:31]=[CH:32][CH:33]=2)=[O:25])=[N:3][C:4]=1[NH:12][C:13]1[CH:18]=[CH:17][CH:16]=[CH:15][CH:14]=1. The yield is 0.490. (2) The reactants are [F:1][C:2]1[CH:11]=[C:10]([C:12]2[C:13]([CH3:42])([CH3:41])[C@H:14]3[C@:27]([CH3:30])([CH2:28][CH:29]=2)[C@@H:26]2[C@:17]([CH3:40])([C@@:18]4([CH3:39])[C@H:23]([CH2:24][CH2:25]2)[C@H:22]2[C@H:31]([C:34]([CH3:36])=[CH2:35])[CH2:32][CH2:33][C@:21]2([CH:37]=O)[CH2:20][CH2:19]4)[CH2:16][CH2:15]3)[CH:9]=[CH:8][C:3]=1[C:4]([O:6]C)=[O:5].[NH2:43][CH2:44][CH2:45][CH2:46][N:47]1[CH2:51][CH2:50][CH2:49][C:48]1=[O:52]. No catalyst specified. The product is [F:1][C:2]1[CH:11]=[C:10]([C:12]2[C:13]([CH3:42])([CH3:41])[C@H:14]3[C@:27]([CH3:30])([CH2:28][CH:29]=2)[C@@H:26]2[C@:17]([CH3:40])([C@@:18]4([CH3:39])[C@H:23]([CH2:24][CH2:25]2)[C@H:22]2[C@H:31]([C:34]([CH3:36])=[CH2:35])[CH2:32][CH2:33][C@:21]2([CH2:37][NH:43][CH2:44][CH2:45][CH2:46][N:47]2[CH2:51][CH2:50][CH2:49][C:48]2=[O:52])[CH2:20][CH2:19]4)[CH2:16][CH2:15]3)[CH:9]=[CH:8][C:3]=1[C:4]([OH:6])=[O:5]. The yield is 0.820. (3) The reactants are [F:1][C:2]1[CH:3]=[C:4]([C:9]2[N:10]=[C:11]([C:14]([CH3:18])([CH3:17])[CH2:15][NH2:16])[S:12][CH:13]=2)[CH:5]=[C:6]([F:8])[CH:7]=1.[F:19][C:20]([F:36])([F:35])[C:21]1[O:25][N:24]=[C:23]([C:26]2[CH:27]=[C:28]([CH:32]=[CH:33][CH:34]=2)[C:29](O)=[O:30])[N:22]=1. No catalyst specified. The product is [F:8][C:6]1[CH:5]=[C:4]([C:9]2[N:10]=[C:11]([C:14]([CH3:18])([CH3:17])[CH2:15][NH:16][C:29](=[O:30])[C:28]3[CH:32]=[CH:33][CH:34]=[C:26]([C:23]4[N:22]=[C:21]([C:20]([F:36])([F:35])[F:19])[O:25][N:24]=4)[CH:27]=3)[S:12][CH:13]=2)[CH:3]=[C:2]([F:1])[CH:7]=1. The yield is 0.240. (4) The yield is 0.280. The catalyst is C1COCC1. The reactants are [OH:1][C@H:2]1[CH2:7][CH2:6][C@@H:5]([NH:8][C:9]2[C:14]([C:15]#[N:16])=[CH:13][N:12]=[C:11](S(C)(=O)=O)[N:10]=2)[CH2:4][C:3]1([CH3:22])[CH3:21].[F:23][C:24]([F:37])([CH3:36])[CH2:25][O:26][C:27]1[CH:32]=[CH:31][C:30]([CH2:33][CH2:34][NH2:35])=[CH:29][CH:28]=1.CCN(C(C)C)C(C)C. The product is [F:23][C:24]([F:37])([CH3:36])[CH2:25][O:26][C:27]1[CH:32]=[CH:31][C:30]([CH2:33][CH2:34][NH:35][C:11]2[N:10]=[C:9]([NH:8][C@@H:5]3[CH2:6][CH2:7][C@H:2]([OH:1])[C:3]([CH3:22])([CH3:21])[CH2:4]3)[C:14]([C:15]#[N:16])=[CH:13][N:12]=2)=[CH:29][CH:28]=1. (5) The reactants are [NH2:1][C:2]([C:5]1[CH:10]=[CH:9][C:8]([NH:11][C:12]([C:14]2[CH:18]=[C:17]([C:19]3[CH:24]=[CH:23][C:22]([NH:25][CH:26]([CH3:28])[CH3:27])=[C:21]([Cl:29])[CH:20]=3)[O:16][N:15]=2)=[O:13])=[CH:7][CH:6]=1)([CH3:4])[CH3:3].[C:30]([O:34][CH3:35])(=[O:33])[CH:31]=[CH2:32]. The catalyst is CO. The product is [Cl:29][C:21]1[CH:20]=[C:19]([C:17]2[O:16][N:15]=[C:14]([C:12]([NH:11][C:8]3[CH:9]=[CH:10][C:5]([C:2]([NH:1][CH2:32][CH2:31][C:30]([O:34][CH3:35])=[O:33])([CH3:3])[CH3:4])=[CH:6][CH:7]=3)=[O:13])[CH:18]=2)[CH:24]=[CH:23][C:22]=1[NH:25][CH:26]([CH3:27])[CH3:28]. The yield is 0.960.